Dataset: Full USPTO retrosynthesis dataset with 1.9M reactions from patents (1976-2016). Task: Predict the reactants needed to synthesize the given product. (1) Given the product [NH2:10][C:11]1[N:16]=[C:15]([NH:7][C:6]2[CH:5]=[CH:4][CH:26]=[CH:24][CH:23]=2)[CH:14]=[C:13]([O:18][CH3:19])[N:12]=1, predict the reactants needed to synthesize it. The reactants are: NC1[N:7]=[C:6](Cl)[CH:5]=[C:4](Cl)N=1.[NH2:10][C:11]1[N:16]=[C:15](Cl)[CH:14]=[C:13]([O:18][CH3:19])[N:12]=1.C[O-].[Na+].[CH3:23][C:24]([CH3:26])=O. (2) Given the product [F:1][C:2]1[CH:3]=[C:4]([N+:9]([O-:11])=[O:10])[CH:5]=[CH:6][C:7]=1[S:12][C:13]1[NH:14][CH:15]=[CH:16][N:17]=1, predict the reactants needed to synthesize it. The reactants are: [F:1][C:2]1[CH:3]=[C:4]([N+:9]([O-:11])=[O:10])[CH:5]=[CH:6][C:7]=1F.[SH:12][C:13]1[NH:14][CH:15]=[CH:16][N:17]=1. (3) Given the product [CH3:20][O:21][C:22]1[CH:23]=[CH:24][C:25]([C:28]2[C:29]([C:34]([N:3]3[CH2:4][C@@H:5]4[C@@H:1]([CH2:6]4)[C@H:2]3[CH2:7][NH:8][C:9]([C:11]3[CH:12]=[CH:13][CH:14]=[C:15]4[O:19][CH:18]=[CH:17][C:16]=34)=[O:10])=[O:35])=[CH:30][CH:31]=[CH:32][CH:33]=2)=[CH:26][CH:27]=1, predict the reactants needed to synthesize it. The reactants are: [C@@H:1]12[CH2:6][C@@H:5]1[CH2:4][NH:3][C@@H:2]2[CH2:7][NH:8][C:9]([C:11]1[CH:12]=[CH:13][CH:14]=[C:15]2[O:19][CH:18]=[CH:17][C:16]=12)=[O:10].[CH3:20][O:21][C:22]1[CH:27]=[CH:26][C:25]([C:28]2[C:29]([C:34](O)=[O:35])=[CH:30][CH:31]=[CH:32][CH:33]=2)=[CH:24][CH:23]=1. (4) Given the product [CH3:4][CH:5]1[C:13]2([C:21]3[C:16](=[N:17][CH:18]=[CH:19][CH:20]=3)[NH:15][C:14]2=[O:22])[CH2:12][C:11]2[C:6]1=[CH:7][CH:8]=[C:9]([C:23]([OH:25])=[O:24])[CH:10]=2, predict the reactants needed to synthesize it. The reactants are: O.[OH-].[Li+].[CH3:4][CH:5]1[C:13]2([C:21]3[C:16](=[N:17][CH:18]=[CH:19][CH:20]=3)[NH:15][C:14]2=[O:22])[CH2:12][C:11]2[C:6]1=[CH:7][CH:8]=[C:9]([C:23]([O-:25])=[O:24])[CH:10]=2.CO. (5) Given the product [CH3:18][N:4]1[C:3]([C:19]([N:21]2[CH2:26][CH2:25][CH:24]([N:27]3[CH2:31][CH2:30][CH2:29][CH2:28]3)[CH2:23][CH2:22]2)=[O:20])=[C:2]([C:35]2[CH:36]=[CH:37][N:32]=[CH:33][CH:34]=2)[N:6]=[C:5]1[C:7]1[CH:12]=[CH:11][CH:10]=[C:9]([O:13][C:14]([F:17])([F:16])[F:15])[CH:8]=1, predict the reactants needed to synthesize it. The reactants are: I[C:2]1[N:6]=[C:5]([C:7]2[CH:12]=[CH:11][CH:10]=[C:9]([O:13][C:14]([F:17])([F:16])[F:15])[CH:8]=2)[N:4]([CH3:18])[C:3]=1[C:19]([N:21]1[CH2:26][CH2:25][CH:24]([N:27]2[CH2:31][CH2:30][CH2:29][CH2:28]2)[CH2:23][CH2:22]1)=[O:20].[N:32]1[CH:37]=[CH:36][C:35](B(O)O)=[CH:34][CH:33]=1. (6) Given the product [ClH:23].[F:21][CH2:20][CH2:19][N:17]([CH3:18])[C:15]1[N:16]=[C:10]2[CH:9]=[C:8]([NH2:7])[CH:13]=[CH:12][N:11]2[N:14]=1, predict the reactants needed to synthesize it. The reactants are: C(OC(=O)[NH:7][C:8]1[CH:13]=[CH:12][N:11]2[N:14]=[C:15]([N:17]([CH2:19][CH2:20][F:21])[CH3:18])[N:16]=[C:10]2[CH:9]=1)(C)(C)C.[ClH:23].O1CCOCC1. (7) Given the product [CH3:17][O:16][CH2:15][CH:3]1[CH:2]([NH:1][C:18]([C:19]2[CH:24]=[CH:23][CH:22]=[CH:21][CH:20]=2)=[O:25])[CH2:7][CH2:6][N:5]([C:8]([O:10][C:11]([CH3:12])([CH3:13])[CH3:14])=[O:9])[CH2:4]1, predict the reactants needed to synthesize it. The reactants are: [NH2:1][CH:2]1[CH2:7][CH2:6][N:5]([C:8]([O:10][C:11]([CH3:14])([CH3:13])[CH3:12])=[O:9])[CH2:4][CH:3]1[CH2:15][O:16][CH3:17].[C:18](Cl)(=[O:25])[C:19]1[CH:24]=[CH:23][CH:22]=[CH:21][CH:20]=1.C(N(CC)CC)C. (8) Given the product [CH3:23][N:24]([CH:26]=[C:20]1[CH2:21][C:14]2([CH2:13][CH2:12][N:11]([C:9]([O:8][CH2:1][C:2]3[CH:7]=[CH:6][CH:5]=[CH:4][CH:3]=3)=[O:10])[CH2:16][CH2:15]2)[CH:17]=[CH:18][C:19]1=[O:22])[CH3:25], predict the reactants needed to synthesize it. The reactants are: [CH2:1]([O:8][C:9]([N:11]1[CH2:16][CH2:15][C:14]2([CH2:21][CH2:20][C:19](=[O:22])[CH:18]=[CH:17]2)[CH2:13][CH2:12]1)=[O:10])[C:2]1[CH:7]=[CH:6][CH:5]=[CH:4][CH:3]=1.[CH3:23][N:24]([CH:26](N(C)C)N(C)C)[CH3:25].